This data is from Reaction yield outcomes from USPTO patents with 853,638 reactions. The task is: Predict the reaction yield, written as a fraction of the theoretical maximum amount of product (1.0 means a 100% yield; for example, 0.34 means a 34% yield). (1) The reactants are [C:1]1([C:7]2[CH:12]=[CH:11][C:10]([C:13]3[CH:18]=[CH:17][CH:16]=[CH:15][C:14]=3C)=[CH:9][N:8]=2)[CH:6]=[CH:5][CH:4]=[CH:3][CH:2]=1.[CH3:20]O. The catalyst is [O-]S(C(F)(F)F)(=O)=O.[Ir+3].[O-]S(C(F)(F)F)(=O)=O.[O-]S(C(F)(F)F)(=O)=O.C(O)C. The product is [C:1]1([C:7]2[CH:12]=[CH:11][C:10]([C:13]3[CH:14]=[C:15]([CH3:20])[CH:16]=[CH:17][CH:18]=3)=[CH:9][N:8]=2)[CH:2]=[CH:3][CH:4]=[CH:5][CH:6]=1. The yield is 0.156. (2) The catalyst is O1CCCC1. The product is [CH2:19]([C@H:21]1[NH:25][C@H:24]([CH2:28][C:13]2[CH:18]=[CH:17][CH:16]=[CH:15][N:14]=2)[CH2:23][CH2:22]1)[CH3:20]. The reactants are C([Li])CCC.CCCCCC.Br[C:13]1[CH:18]=[CH:17][CH:16]=[CH:15][N:14]=1.[CH2:19]([C@H:21]1[N:25]2S(=O)(=O)O[CH2:28][C@@H:24]2[CH2:23][CH2:22]1)[CH3:20]. The yield is 0.830. (3) The reactants are [F:1][C:2]1[CH:3]=[C:4]([C:8]2[N:13]=[C:12]([CH3:14])[C:11]([C:15]([OH:17])=O)=[CH:10][N:9]=2)[CH:5]=[CH:6][CH:7]=1.[CH2:18]([C:20]1[C:28]2[C:23](=[CH:24][CH:25]=[C:26]([O:29][C:30]([F:33])([F:32])[F:31])[CH:27]=2)[N:22]([NH2:34])[CH:21]=1)[CH3:19].C[N+]1(C2N=C(OC)N=C(OC)N=2)CCOCC1.[Cl-]. The catalyst is CN(C=O)C.C([O-])([O-])=O.[Na+].[Na+]. The product is [CH2:18]([C:20]1[C:28]2[C:23](=[CH:24][CH:25]=[C:26]([O:29][C:30]([F:31])([F:33])[F:32])[CH:27]=2)[N:22]([NH:34][C:15]([C:11]2[C:12]([CH3:14])=[N:13][C:8]([C:4]3[CH:5]=[CH:6][CH:7]=[C:2]([F:1])[CH:3]=3)=[N:9][CH:10]=2)=[O:17])[CH:21]=1)[CH3:19]. The yield is 0.590. (4) The reactants are [CH3:1][C:2]1[C:3]([C:11]2[S:15][C:14]([C:16]([OH:18])=O)=[CH:13][CH:12]=2)=[N:4][O:5][C:6]=1[C:7]([F:10])([F:9])[F:8].[Cl:19][C:20]1[CH:26]=[CH:25][CH:24]=[CH:23][C:21]=1[NH2:22]. No catalyst specified. The product is [Cl:19][C:20]1[CH:26]=[CH:25][CH:24]=[CH:23][C:21]=1[NH:22][C:16]([C:14]1[S:15][C:11]([C:3]2[C:2]([CH3:1])=[C:6]([C:7]([F:8])([F:9])[F:10])[O:5][N:4]=2)=[CH:12][CH:13]=1)=[O:18]. The yield is 0.430. (5) The reactants are Br[C:2]1[CH:12]=[CH:11][C:5]2[CH2:6][CH2:7][CH2:8][CH2:9][NH:10][C:4]=2[CH:3]=1.[NH:13]1[CH2:18][CH2:17][O:16][CH2:15][CH2:14]1.C(=O)([O-])[O-].[Cs+].[Cs+].C1(P(C2CCCCC2)C2C=CC=CC=2C2C(C(C)C)=CC(C(C)C)=CC=2C(C)C)CCCCC1. The catalyst is C1(C)C=CC=CC=1.C([O-])(=O)C.[Pd+2].C([O-])(=O)C. The product is [O:16]1[CH2:17][CH2:18][N:13]([C:2]2[CH:12]=[CH:11][C:5]3[CH:6]=[CH:7][CH:8]=[CH:9][NH:10][C:4]=3[CH:3]=2)[CH2:14][CH2:15]1. The yield is 0.550. (6) The reactants are C[O:2][C:3]([C:5]1[CH:10]=[CH:9][CH:8]=[C:7]([C:11]2[CH2:12][N:13]([C:16]([O:18][C:19]([CH3:22])([CH3:21])[CH3:20])=[O:17])[CH2:14][CH:15]=2)[N:6]=1)=[O:4].O[Li].O. The catalyst is CO.O. The product is [C:19]([O:18][C:16]([N:13]1[CH2:14][CH:15]=[C:11]([C:7]2[N:6]=[C:5]([C:3]([OH:4])=[O:2])[CH:10]=[CH:9][CH:8]=2)[CH2:12]1)=[O:17])([CH3:22])([CH3:20])[CH3:21]. The yield is 0.820. (7) The reactants are [F:1][C:2]([F:11])([F:10])[C:3]1[CH:4]=[C:5]([CH:7]=[CH:8][CH:9]=1)[O-:6].[K+].Br[C:14]1[CH:19]=[C:18]([NH:20][C:21]([CH3:23])=[O:22])[C:17]([N+:24]([O-:26])=[O:25])=[CH:16][C:15]=1[O:27][CH3:28]. The catalyst is CN(C=O)C.O. The product is [NH:20]([C:18]1[C:17]([N+:24]([O-:26])=[O:25])=[CH:16][C:15]([O:27][CH3:28])=[C:14]([O:6][C:5]2[CH:7]=[CH:8][CH:9]=[C:3]([C:2]([F:10])([F:11])[F:1])[CH:4]=2)[CH:19]=1)[C:21]([CH3:23])=[O:22]. The yield is 0.790.